From a dataset of Forward reaction prediction with 1.9M reactions from USPTO patents (1976-2016). Predict the product of the given reaction. Given the reactants [NH2:1][C@H:2]1[CH2:7][CH2:6][C@H:5]([NH:8][C:9]2[CH:28]=[CH:27][C:26]([N+:29]([O-:31])=[O:30])=[CH:25][C:10]=2[C:11]([NH:13][CH2:14][C:15]2[CH:20]=[CH:19][C:18]([O:21][CH3:22])=[C:17]([O:23][CH3:24])[CH:16]=2)=[O:12])[CH2:4][CH2:3]1.[CH:32](OCC)=[O:33], predict the reaction product. The product is: [CH3:24][O:23][C:17]1[CH:16]=[C:15]([CH:20]=[CH:19][C:18]=1[O:21][CH3:22])[CH2:14][NH:13][C:11](=[O:12])[C:10]1[CH:25]=[C:26]([N+:29]([O-:31])=[O:30])[CH:27]=[CH:28][C:9]=1[NH:8][C@H:5]1[CH2:6][CH2:7][C@H:2]([NH:1][CH:32]=[O:33])[CH2:3][CH2:4]1.